From a dataset of Reaction yield outcomes from USPTO patents with 853,638 reactions. Predict the reaction yield, written as a fraction of the theoretical maximum amount of product (1.0 means a 100% yield; for example, 0.34 means a 34% yield). (1) The reactants are [C:1]([O-])(=O)C.[Na+].[C:6]([O-:9])([O-])=[O:7].[K+].[K+].C([O:15][C:16]1[C:17]([C:23]#[C:24][C:25]2[CH:30]=[CH:29][C:28]([F:31])=[CH:27][CH:26]=2)=[N:18][C:19]([Br:22])=[CH:20][CH:21]=1)(=O)C. The catalyst is CO.CCOC(C)=O.O.O.[Cu](Cl)Cl.[Pd](Cl)Cl. The product is [Br:22][C:19]1[N:18]=[C:17]2[C:23]([C:6]([O:9][CH3:1])=[O:7])=[C:24]([C:25]3[CH:30]=[CH:29][C:28]([F:31])=[CH:27][CH:26]=3)[O:15][C:16]2=[CH:21][CH:20]=1. The yield is 0.800. (2) The reactants are [CH2:1]([C:3]([C:7]1[C:27]([CH3:28])=[CH:26][CH:25]=[CH:24][C:8]=1[C:9]([NH:11][C:12]1([C:21]([OH:23])=[O:22])[CH2:20][C:19]2[C:14](=[CH:15][CH:16]=[CH:17][CH:18]=2)[CH2:13]1)=[O:10])=[CH:4][CH2:5][CH3:6])[CH3:2]. The catalyst is CCO.[Pd]. The product is [CH2:1]([CH:3]([C:7]1[C:27]([CH3:28])=[CH:26][CH:25]=[CH:24][C:8]=1[C:9]([NH:11][C:12]1([C:21]([OH:23])=[O:22])[CH2:20][C:19]2[C:14](=[CH:15][CH:16]=[CH:17][CH:18]=2)[CH2:13]1)=[O:10])[CH2:4][CH2:5][CH3:6])[CH3:2]. The yield is 0.280. (3) No catalyst specified. The yield is 0.740. The product is [CH3:15][O:14][C:11]1[CH:12]=[C:13]2[C:8](=[CH:9][CH:10]=1)[C:7](=[O:6])[NH:18][C:1]([CH3:2])=[CH:4]2. The reactants are [C:1]([CH:4]1[C:13]2[C:8](=[CH:9][CH:10]=[C:11]([O:14][CH3:15])[CH:12]=2)[C:7](=O)[O:6]C1=O)(=O)[CH3:2].[NH4+:18].[OH-]. (4) The reactants are [Br:1][C:2]1[C:3]([F:12])=[C:4]2[C:10]([NH2:11])=[CH:9][NH:8][C:5]2=[N:6][CH:7]=1.[F:13][C:14]([F:25])([F:24])[C:15]1[CH:16]=[C:17]([CH:21]=[CH:22][CH:23]=1)[C:18](O)=[O:19].C1N(P(Cl)(N2C(=O)OCC2)=O)C(=O)OC1.C(N(CC)CC)C. The catalyst is C(Cl)Cl. The product is [Br:1][C:2]1[C:3]([F:12])=[C:4]2[C:10]([NH:11][C:18](=[O:19])[C:17]3[CH:21]=[CH:22][CH:23]=[C:15]([C:14]([F:13])([F:24])[F:25])[CH:16]=3)=[CH:9][NH:8][C:5]2=[N:6][CH:7]=1. The yield is 0.710. (5) The catalyst is C1COCC1. The reactants are [CH3:1][Mg]Br.[Br:4][C:5]1[CH:14]=[CH:13][CH:12]=[C:11]2[C:6]=1[N:7]=[C:8]([NH:17][C:18]([CH3:21])([CH3:20])[CH3:19])[C:9]([CH:15]=[O:16])=[N:10]2.O. The product is [Br:4][C:5]1[CH:14]=[CH:13][CH:12]=[C:11]2[C:6]=1[N:7]=[C:8]([NH:17][C:18]([CH3:21])([CH3:20])[CH3:19])[C:9]([CH:15]([OH:16])[CH3:1])=[N:10]2. The yield is 0.920.